Dataset: Reaction yield outcomes from USPTO patents with 853,638 reactions. Task: Predict the reaction yield, written as a fraction of the theoretical maximum amount of product (1.0 means a 100% yield; for example, 0.34 means a 34% yield). The reactants are Cl[C:2]1[CH:7]=[C:6]([O:8][C:9]2[CH:10]=[CH:11][C:12]([NH2:16])=[N:13][C:14]=2[CH3:15])[CH:5]=[CH:4][N:3]=1.[CH3:17][C:18]1[CH:23]=[CH:22][C:21](B2OC(C)(C)C(C)(C)O2)=[CH:20][N:19]=1.C([O-])([O-])=O.[K+].[K+].O. The catalyst is O1CCOCC1.CCOC(C)=O.C1C=CC([P]([Pd]([P](C2C=CC=CC=2)(C2C=CC=CC=2)C2C=CC=CC=2)([P](C2C=CC=CC=2)(C2C=CC=CC=2)C2C=CC=CC=2)[P](C2C=CC=CC=2)(C2C=CC=CC=2)C2C=CC=CC=2)(C2C=CC=CC=2)C2C=CC=CC=2)=CC=1. The product is [CH3:15][C:14]1[N:13]=[C:12]([NH2:16])[CH:11]=[CH:10][C:9]=1[O:8][C:6]1[CH:5]=[CH:4][N:3]=[C:2]([C:21]2[CH:20]=[N:19][C:18]([CH3:17])=[CH:23][CH:22]=2)[CH:7]=1. The yield is 0.890.